This data is from Reaction yield outcomes from USPTO patents with 853,638 reactions. The task is: Predict the reaction yield, written as a fraction of the theoretical maximum amount of product (1.0 means a 100% yield; for example, 0.34 means a 34% yield). (1) The reactants are Cl[C:2]1[N:7]=[CH:6][C:5]2[C:8]([N:14]3[CH2:19][CH2:18][N:17]([C:20](=[O:25])[C:21]([OH:24])([CH3:23])[CH3:22])[CH2:16][CH2:15]3)=[N:9][N:10]([CH:11]([CH3:13])[CH3:12])[C:4]=2[CH:3]=1.[NH2:26][C:27]1[CH:32]=[CH:31][N:30]=[C:29]([N:33]2[CH2:38][CH2:37][C:36]([CH3:40])([OH:39])[CH2:35][CH2:34]2)[N:28]=1.C1(P(C2CCCCC2)C2C(OC)=CC=C(OC)C=2C2C(C(C)C)=CC(C(C)C)=CC=2C(C)C)CCCCC1.C(=O)([O-])[O-].[Cs+].[Cs+]. The catalyst is O1CCOCC1. The product is [OH:24][C:21]([CH3:23])([CH3:22])[C:20]([N:17]1[CH2:18][CH2:19][N:14]([C:8]2[C:5]3[CH:6]=[N:7][C:2]([NH:26][C:27]4[CH:32]=[CH:31][N:30]=[C:29]([N:33]5[CH2:34][CH2:35][C:36]([OH:39])([CH3:40])[CH2:37][CH2:38]5)[N:28]=4)=[CH:3][C:4]=3[N:10]([CH:11]([CH3:13])[CH3:12])[N:9]=2)[CH2:15][CH2:16]1)=[O:25]. The yield is 0.200. (2) The reactants are [NH2:1][C@H:2]1[CH2:7][C@@H:6]([C:8]([O:10][CH3:11])=[O:9])[C@@H:5]([N:12]2[CH2:16][CH2:15][C@H:14]([NH:17][C:18]([O:20][CH2:21][C:22]3[CH:27]=[CH:26][CH:25]=[CH:24][CH:23]=3)=[O:19])[C:13]2=[O:28])[CH2:4][CH2:3]1.[CH3:29][C:30]([CH3:32])=O.[BH-](OC(C)=O)(OC(C)=O)O[C:35](C)=O.[Na+].C=O. The catalyst is C(Cl)Cl. The product is [CH2:21]([O:20][C:18]([NH:17][C@H:14]1[CH2:15][CH2:16][N:12]([C@H:5]2[CH2:4][CH2:3][C@@H:2]([N:1]([CH:30]([CH3:32])[CH3:29])[CH3:35])[CH2:7][C@H:6]2[C:8]([O:10][CH3:11])=[O:9])[C:13]1=[O:28])=[O:19])[C:22]1[CH:27]=[CH:26][CH:25]=[CH:24][CH:23]=1. The yield is 0.500. (3) The reactants are [F:1][C:2]1[CH:3]=[C:4]([NH:9][C:10]2[CH:22]=[CH:21][C:20]([CH3:23])=[CH:19][C:11]=2[C:12]([O:14]C(C)(C)C)=[O:13])[CH:5]=[N:6][C:7]=1[F:8]. The catalyst is FC(F)(F)C(O)=O. The product is [F:1][C:2]1[CH:3]=[C:4]([NH:9][C:10]2[CH:22]=[CH:21][C:20]([CH3:23])=[CH:19][C:11]=2[C:12]([OH:14])=[O:13])[CH:5]=[N:6][C:7]=1[F:8]. The yield is 0.150. (4) The reactants are [C:1]1([C:21]2[CH:26]=[CH:25][CH:24]=[CH:23][CH:22]=2)[CH:6]=[CH:5][C:4]([C:7]([N:9]2[CH2:13][C:12](=[N:14][O:15][CH3:16])[CH2:11][C@H:10]2[CH2:17][C:18](O)=[O:19])=[O:8])=[CH:3][CH:2]=1.CN1CCOCC1.ClC(OCC(C)C)=O.[NH2:42][CH2:43][C@H:44]([C:46]1[CH:51]=[CH:50][CH:49]=[CH:48][CH:47]=1)[OH:45]. The catalyst is O1CCCC1.ClCCl. The yield is 0.940. The product is [C:1]1([C:21]2[CH:26]=[CH:25][CH:24]=[CH:23][CH:22]=2)[CH:6]=[CH:5][C:4]([C:7]([N:9]2[CH2:13][C:12](=[N:14][O:15][CH3:16])[CH2:11][C@H:10]2[CH2:17][C:18]([NH:42][CH2:43][C@@H:44]([OH:45])[C:46]2[CH:51]=[CH:50][CH:49]=[CH:48][CH:47]=2)=[O:19])=[O:8])=[CH:3][CH:2]=1. (5) The yield is 0.959. The product is [C:37]1([N:43]2[CH2:48][CH2:47][N:46]([C:1]([O:2][CH2:3][CH:4]3[CH2:5][CH2:6][NH:7][CH2:8][CH2:9]3)=[O:27])[CH2:45][CH2:44]2)[CH:42]=[CH:41][CH:40]=[CH:39][CH:38]=1. The catalyst is CN(C=O)C. The reactants are [C:1](=[O:27])(OC1C=CC([N+]([O-])=O)=CC=1)[O:2][CH:3](C(OC(C)(C)C)=O)[CH:4]1[CH2:9][CH2:8][NH:7][CH2:6][CH2:5]1.CCN(C(C)C)C(C)C.[C:37]1([N:43]2[CH2:48][CH2:47][NH:46][CH2:45][CH2:44]2)[CH:42]=[CH:41][CH:40]=[CH:39][CH:38]=1. (6) The reactants are C([O:8][C:9]1[C:14]([CH2:15][N:16]2[CH2:25][CH2:24][C:23]3[C:18](=[C:19]([Cl:34])[C:20]([C:27]4[N:31]([CH3:32])[N:30]=[N:29][C:28]=4[CH3:33])=[CH:21][C:22]=3[Cl:26])[C:17]2=[O:35])=[C:13]([CH3:36])[CH:12]=[C:11]([CH3:37])[N:10]=1)C1C=CC=CC=1.ClCCl.CO. The catalyst is FC(F)(F)C(O)=O. The product is [Cl:26][C:22]1[CH:21]=[C:20]([C:27]2[N:31]([CH3:32])[N:30]=[N:29][C:28]=2[CH3:33])[C:19]([Cl:34])=[C:18]2[C:23]=1[CH2:24][CH2:25][N:16]([CH2:15][C:14]1[C:9](=[O:8])[NH:10][C:11]([CH3:37])=[CH:12][C:13]=1[CH3:36])[C:17]2=[O:35]. The yield is 0.510.